The task is: Predict the reactants needed to synthesize the given product.. This data is from Full USPTO retrosynthesis dataset with 1.9M reactions from patents (1976-2016). (1) Given the product [Cl:12][C:9]1[CH:10]=[C:11]2[C:6](=[CH:7][CH:8]=1)[N:5]([CH3:13])[C:4](=[O:14])[C:3]([C:15]#[N:16])=[C:2]2[N:17]1[CH2:22][CH2:21][NH:20][CH2:19][CH2:18]1, predict the reactants needed to synthesize it. The reactants are: Cl[C:2]1[C:11]2[C:6](=[CH:7][CH:8]=[C:9]([Cl:12])[CH:10]=2)[N:5]([CH3:13])[C:4](=[O:14])[C:3]=1[C:15]#[N:16].[NH:17]1[CH2:22][CH2:21][NH:20][CH2:19][CH2:18]1. (2) Given the product [Br:1][C:2]1[N:7]=[CH:6][C:5]2[N:8]([CH3:16])[C:9]([C:11]3[CH:15]=[N:14][N:13]([CH2:24][O:23][CH2:22][CH2:21][Si:20]([CH3:27])([CH3:26])[CH3:19])[CH:12]=3)=[N:10][C:4]=2[CH:3]=1, predict the reactants needed to synthesize it. The reactants are: [Br:1][C:2]1[N:7]=[CH:6][C:5]2[N:8]([CH3:16])[C:9]([C:11]3[CH:12]=[N:13][NH:14][CH:15]=3)=[N:10][C:4]=2[CH:3]=1.[H-].[Na+].[CH3:19][Si:20]([CH3:27])([CH3:26])[CH2:21][CH2:22][O:23][CH2:24]Cl. (3) Given the product [Br:9][C:10]1[CH:11]=[N:12][CH:13]=[C:14]([Br:16])[C:15]=1[C:18]([O:20][CH2:21][CH3:22])=[O:19], predict the reactants needed to synthesize it. The reactants are: [Li+].CC([N-]C(C)C)C.[Br:9][C:10]1[CH:11]=[N:12][CH:13]=[C:14]([Br:16])[CH:15]=1.Cl[C:18]([O:20][CH2:21][CH3:22])=[O:19]. (4) The reactants are: [C:1]([C:3]1[CH:8]=[CH:7][C:6]([C@@H:9]2[C:14]([C:15]#[N:16])=[C:13]([CH3:17])[N:12]([C:18]3[CH:23]=[CH:22][CH:21]=[C:20]([C:24]([F:27])([F:26])[F:25])[CH:19]=3)[C:11](=[O:28])[NH:10]2)=[C:5]([S:29]([CH3:32])(=[O:31])=[O:30])[CH:4]=1)#[N:2].[H-].[Na+].[Cl:35][CH2:36][S:37](Cl)(=[O:39])=[O:38]. Given the product [C:1]([C:3]1[CH:8]=[CH:7][C:6]([C@@H:9]2[C:14]([C:15]#[N:16])=[C:13]([CH3:17])[N:12]([C:18]3[CH:23]=[CH:22][CH:21]=[C:20]([C:24]([F:27])([F:26])[F:25])[CH:19]=3)[C:11](=[O:28])[N:10]2[S:37]([CH2:36][Cl:35])(=[O:39])=[O:38])=[C:5]([S:29]([CH3:32])(=[O:31])=[O:30])[CH:4]=1)#[N:2], predict the reactants needed to synthesize it. (5) Given the product [I:7][C:4]1[N:3]([CH:8]([CH3:10])[CH3:9])[CH:2]=[N:6][CH:5]=1, predict the reactants needed to synthesize it. The reactants are: I[C:2]1[N:3]([CH:8]([CH3:10])[CH3:9])[C:4]([I:7])=[CH:5][N:6]=1.[Li]CCCC. (6) Given the product [CH3:28][O:25][C:24]([CH3:27])([CH3:26])[CH2:23][N:20]1[CH2:19][CH2:18][CH:17]([C@H:15]([N:3]2[C:4]3[C:9](=[CH:8][CH:7]=[CH:6][CH:5]=3)[C:10]([C:11]([O:13][CH3:14])=[O:12])=[C:2]2[CH3:1])[CH3:16])[CH2:22][CH2:21]1, predict the reactants needed to synthesize it. The reactants are: [CH3:1][C:2]1[N:3]([C@@H:15]([CH:17]2[CH2:22][CH2:21][NH:20][CH2:19][CH2:18]2)[CH3:16])[C:4]2[C:9]([C:10]=1[C:11]([O:13][CH3:14])=[O:12])=[CH:8][CH:7]=[CH:6][CH:5]=2.[CH3:23][C:24]1([CH3:27])[CH2:26][O:25]1.[CH3:28]CO. (7) Given the product [CH3:12][O:11][C:7]1[CH:6]=[C:5]([C:4](=[O:13])[CH2:16][C:17]#[N:18])[CH:10]=[CH:9][CH:8]=1, predict the reactants needed to synthesize it. The reactants are: C(O[C:4](=[O:13])[C:5]1[CH:10]=[CH:9][CH:8]=[C:7]([O:11][CH3:12])[CH:6]=1)C.[H-].[Na+].[CH3:16][C:17]#[N:18]. (8) Given the product [CH2:1]([O:3][C:4]([C:6]1([C:9]2[CH:14]=[CH:13][C:12]([C:15]3[CH:20]=[CH:19][C:18]([C:21]4[O:25][N:24]=[C:23]([CH3:26])[C:22]=4[CH2:27][CH2:28][C:29](=[O:30])[NH:39][CH2:32][C:33]4[CH:38]=[CH:37][CH:36]=[CH:35][CH:34]=4)=[CH:17][CH:16]=3)=[CH:11][CH:10]=2)[CH2:8][CH2:7]1)=[O:5])[CH3:2], predict the reactants needed to synthesize it. The reactants are: [CH2:1]([O:3][C:4]([C:6]1([C:9]2[CH:14]=[CH:13][C:12]([C:15]3[CH:20]=[CH:19][C:18]([C:21]4[O:25][N:24]=[C:23]([CH3:26])[C:22]=4[CH2:27][CH2:28][C:29](O)=[O:30])=[CH:17][CH:16]=3)=[CH:11][CH:10]=2)[CH2:8][CH2:7]1)=[O:5])[CH3:2].[CH2:32]([NH2:39])[C:33]1[CH:38]=[CH:37][CH:36]=[CH:35][CH:34]=1. (9) Given the product [F:1][C:2]1[CH:7]=[CH:6][CH:5]=[C:4]([F:8])[C:3]=1[C:9]1[CH:10]=[C:11]2[C:15](=[CH:16][CH:17]=1)[N:14]([CH:18]1[CH2:23][CH2:22][CH2:21][CH2:20][O:19]1)[N:13]=[C:12]2[C:24]1[CH:29]=[C:28]([O:30][CH2:31][C:32]2[CH:37]=[CH:36][C:35]([O:38][CH3:39])=[CH:34][CH:33]=2)[N:27]=[C:26]([NH:44][C@@H:45]2[CH2:50][CH2:49][CH2:48][N:47]([C:51]([O:53][C:54]([CH3:57])([CH3:56])[CH3:55])=[O:52])[CH2:46]2)[N:25]=1, predict the reactants needed to synthesize it. The reactants are: [F:1][C:2]1[CH:7]=[CH:6][CH:5]=[C:4]([F:8])[C:3]=1[C:9]1[CH:10]=[C:11]2[C:15](=[CH:16][CH:17]=1)[N:14]([CH:18]1[CH2:23][CH2:22][CH2:21][CH2:20][O:19]1)[N:13]=[C:12]2[C:24]1[CH:29]=[C:28]([O:30][CH2:31][C:32]2[CH:37]=[CH:36][C:35]([O:38][CH3:39])=[CH:34][CH:33]=2)[N:27]=[C:26](S(C)(=O)=O)[N:25]=1.[NH2:44][C@@H:45]1[CH2:50][CH2:49][CH2:48][N:47]([C:51]([O:53][C:54]([CH3:57])([CH3:56])[CH3:55])=[O:52])[CH2:46]1.